Dataset: Catalyst prediction with 721,799 reactions and 888 catalyst types from USPTO. Task: Predict which catalyst facilitates the given reaction. (1) Reactant: [Cl:1][C:2]1[CH:7]=[CH:6][CH:5]=[CH:4][C:3]=1[C:8]1[C:9](=[O:24])[N:10]([C:18]2[CH:23]=[CH:22][CH:21]=[CH:20][CH:19]=2)[CH:11]=[C:12]([C:14](OC)=[O:15])[CH:13]=1.BrC1C(=O)N(C2C=CC=CC=2)C=C(C(OC)=O)C=1.ClC1C=CC=CC=1B(O)O.[H-].[Al+3].[H-].[H-].Cl.C(=O)([O-])O.[Na+]. Product: [Cl:1][C:2]1[CH:7]=[CH:6][CH:5]=[CH:4][C:3]=1[C:8]1[C:9](=[O:24])[N:10]([C:18]2[CH:19]=[CH:20][CH:21]=[CH:22][CH:23]=2)[CH:11]=[C:12]([CH2:14][OH:15])[CH:13]=1. The catalyst class is: 11. (2) Reactant: [Cl:1][C:2]1[CH:3]=[CH:4][C:5]([N:24]2[N:28]=[CH:27][CH:26]=[N:25]2)=[C:6]([CH:23]=1)[C:7]([NH:9][C@H:10]1[CH2:14][CH2:13][CH2:12][C@@H:11]1[NH:15]C(=O)OC(C)(C)C)=[O:8].Cl. The catalyst class is: 135. Product: [ClH:1].[NH2:15][C@H:11]1[CH2:12][CH2:13][CH2:14][C@@H:10]1[NH:9][C:7](=[O:8])[C:6]1[CH:23]=[C:2]([Cl:1])[CH:3]=[CH:4][C:5]=1[N:24]1[N:25]=[CH:26][CH:27]=[N:28]1. (3) Reactant: Br[C:2]1[CH:7]=[CH:6][C:5](Br)=[CH:4][N:3]=1.C([Li])CCC.[CH3:14][C:15]([CH3:17])=[O:16].[CH2:18]([Sn:22](Cl)([CH2:27][CH2:28][CH2:29][CH3:30])[CH2:23][CH2:24][CH2:25][CH3:26])[CH2:19][CH2:20][CH3:21]. Product: [OH:16][C:15]([C:2]1[CH:7]=[CH:6][C:5]([Sn:22]([CH2:23][CH2:24][CH2:25][CH3:26])([CH2:27][CH2:28][CH2:29][CH3:30])[CH2:18][CH2:19][CH2:20][CH3:21])=[CH:4][N:3]=1)([CH3:17])[CH3:14]. The catalyst class is: 691. (4) Reactant: [F:1][C:2]1[CH:25]=[CH:24][CH:23]=[C:22]([F:26])[C:3]=1[O:4][C:5]1[CH2:9][N:8]([CH:10]([CH2:14][C:15]2([F:20])[CH2:19][CH2:18][CH2:17][CH2:16]2)[C:11](O)=[O:12])[C:7](=[O:21])[CH:6]=1.[CH3:27][C:28]1([CH3:40])[O:32][C@H:31]([CH2:33][N:34]2[CH:38]=[CH:37][C:36]([NH2:39])=[N:35]2)[CH2:30][O:29]1.F[P-](F)(F)(F)(F)F.N1(O[P+](N(C)C)(N(C)C)N(C)C)C2C=CC=CC=2N=N1.C(N(CC)C(C)C)(C)C. Product: [F:1][C:2]1[CH:25]=[CH:24][CH:23]=[C:22]([F:26])[C:3]=1[O:4][C:5]1[CH2:9][N:8]([CH:10]([CH2:14][C:15]2([F:20])[CH2:16][CH2:17][CH2:18][CH2:19]2)[C:11]([NH:39][C:36]2[CH:37]=[CH:38][N:34]([CH2:33][C@@H:31]3[CH2:30][O:29][C:28]([CH3:40])([CH3:27])[O:32]3)[N:35]=2)=[O:12])[C:7](=[O:21])[CH:6]=1. The catalyst class is: 42.